This data is from Forward reaction prediction with 1.9M reactions from USPTO patents (1976-2016). The task is: Predict the product of the given reaction. (1) Given the reactants [Cl:1][C:2]1[CH:7]=[C:6]2[NH:8][C:9](=[O:40])[C:10]3([CH:15]([C:16]4[CH:21]=[CH:20][CH:19]=[C:18]([Cl:22])[CH:17]=4)[CH2:14][C:13](=[O:23])[NH:12][CH:11]3[C:24]3[CH:29]=[C:28](I)[CH:27]=[CH:26][C:25]=3[O:31][C:32]3[CH:37]=[C:36]([CH3:38])[N:35]=[C:34]([CH3:39])[CH:33]=3)[C:5]2=[CH:4][CH:3]=1.C[Si]([C:45]#[CH:46])(C)C.C(N(CC)CC)C.[OH-].[Na+], predict the reaction product. The product is: [Cl:1][C:2]1[CH:7]=[C:6]2[NH:8][C:9](=[O:40])[C:10]3([CH:15]([C:16]4[CH:21]=[CH:20][CH:19]=[C:18]([Cl:22])[CH:17]=4)[CH2:14][C:13](=[O:23])[NH:12][CH:11]3[C:24]3[CH:29]=[C:28]([C:45]#[CH:46])[CH:27]=[CH:26][C:25]=3[O:31][C:32]3[CH:37]=[C:36]([CH3:38])[N:35]=[C:34]([CH3:39])[CH:33]=3)[C:5]2=[CH:4][CH:3]=1. (2) Given the reactants O=C[C@@H]([C@H]([C@@H]([C@@H](CO)O)O)O)O.B(O)O.ClC1NOC=CC=1.B([O-])OC1C=CC=CC=1.C=N.NC1C=C(C=CC=1O)CO.ClC1C(=O)C2C(C(=O)C=1Cl)=CC=CC=2.NO.[OH:60][C:61]1[CH:69]=[CH:68][C:64]([C:65]([OH:67])=[O:66])=[CH:63][C:62]=1[N+:70]([O-:72])=[O:71], predict the reaction product. The product is: [C:65]([OH:67])(=[O:66])[C:64]1[CH:68]=[CH:69][CH:61]=[CH:62][CH:63]=1.[OH:60][C:61]1[CH:69]=[CH:68][C:64]([CH2:65][OH:66])=[CH:63][C:62]=1[N+:70]([O-:72])=[O:71]. (3) Given the reactants [CH2:1]([N:8]1[C:14](=O)[CH:13]2[N:16]([CH3:17])[CH:10]([CH2:11][CH2:12]2)[C:9]1=O)[C:2]1[CH:7]=[CH:6][CH:5]=[CH:4][CH:3]=1.O1CCOCC1.[H-].[H-].[H-].[H-].[Li+].[Al+3].O, predict the reaction product. The product is: [CH2:1]([N:8]1[CH2:14][CH:13]2[N:16]([CH3:17])[CH:10]([CH2:11][CH2:12]2)[CH2:9]1)[C:2]1[CH:3]=[CH:4][CH:5]=[CH:6][CH:7]=1. (4) Given the reactants CS(C)=O.C(Cl)(=O)C(Cl)=O.[C:11]1([C@H:17]2[CH2:22][CH2:21][N:20]([C:23](=[O:28])[C:24]([F:27])([F:26])[F:25])[CH2:19][C@@H:18]2[CH2:29][OH:30])[CH:16]=[CH:15][CH:14]=[CH:13][CH:12]=1.[Cl-].[NH4+], predict the reaction product. The product is: [C:11]1([C@H:17]2[CH2:22][CH2:21][N:20]([C:23](=[O:28])[C:24]([F:26])([F:27])[F:25])[CH2:19][C@@H:18]2[CH:29]=[O:30])[CH:16]=[CH:15][CH:14]=[CH:13][CH:12]=1. (5) The product is: [Br:1][C:2]1[C:3]2[CH:10]=[CH:9][CH:8]=[C:7]([Br:11])[C:4]=2[S:5][C:6]=1[N+:12]([O-:14])=[O:13]. Given the reactants [Br:1][C:2]1[C:3]2[CH:10]=[CH:9][CH:8]=[C:7]([Br:11])[C:4]=2[S:5][CH:6]=1.[N+:12]([O-])([OH:14])=[O:13].C(O)(=O)C, predict the reaction product. (6) The product is: [F:17][C:18]1[CH:23]=[C:22]([C:2]2[C:3]([F:16])=[CH:4][C:5]([CH2:8][C:9]([O:11][C:12]([CH3:15])([CH3:14])[CH3:13])=[O:10])=[CH:6][N:7]=2)[CH:21]=[CH:20][N:19]=1. Given the reactants Cl[C:2]1[N:7]=[CH:6][C:5]([CH2:8][C:9]([O:11][C:12]([CH3:15])([CH3:14])[CH3:13])=[O:10])=[CH:4][C:3]=1[F:16].[F:17][C:18]1[CH:23]=[C:22](B(O)O)[CH:21]=[CH:20][N:19]=1.[O-]P([O-])([O-])=O.[K+].[K+].[K+].CC(O)CC, predict the reaction product. (7) Given the reactants [Si]([O:8][CH2:9][CH2:10][CH2:11][C:12]1[CH:17]=[CH:16][C:15]([CH2:18][C:19]([C:36]#[N:37])([CH3:35])[C:20]([N:22]([CH:32]2[CH2:34][CH2:33]2)[CH2:23][C:24]2[CH:29]=[CH:28][CH:27]=[C:26]([Cl:30])[C:25]=2[Cl:31])=[O:21])=[CH:14][CH:13]=1)(C(C)(C)C)(C)C.[F-].C([N+](CCCC)(CCCC)CCCC)CCC, predict the reaction product. The product is: [C:36]([C:19]([CH3:35])([CH2:18][C:15]1[CH:14]=[CH:13][C:12]([CH2:11][CH2:10][CH2:9][OH:8])=[CH:17][CH:16]=1)[C:20]([N:22]([CH:32]1[CH2:34][CH2:33]1)[CH2:23][C:24]1[CH:29]=[CH:28][CH:27]=[C:26]([Cl:30])[C:25]=1[Cl:31])=[O:21])#[N:37].